Task: Regression. Given a peptide amino acid sequence and an MHC pseudo amino acid sequence, predict their binding affinity value. This is MHC class II binding data.. Dataset: Peptide-MHC class II binding affinity with 134,281 pairs from IEDB (1) The peptide sequence is EKKYFAATQGEPLAA. The MHC is HLA-DPA10103-DPB10401 with pseudo-sequence HLA-DPA10103-DPB10401. The binding affinity (normalized) is 0.745. (2) The peptide sequence is GENGRKTRSAYERMC. The MHC is DRB1_0101 with pseudo-sequence DRB1_0101. The binding affinity (normalized) is 0.251. (3) The peptide sequence is RKPLDNIKDNVGKME. The MHC is DRB1_0701 with pseudo-sequence DRB1_0701. The binding affinity (normalized) is 0.0332.